This data is from Forward reaction prediction with 1.9M reactions from USPTO patents (1976-2016). The task is: Predict the product of the given reaction. (1) Given the reactants [CH2:1]([N:5]([CH2:36][C:37]1[CH:42]=[CH:41][C:40]([Cl:43])=[C:39]([Cl:44])[CH:38]=1)[C:6]([C:8]1[C:12]([Cl:13])=[C:11]([CH3:14])[N:10]([C:15]2[CH:23]=[CH:22][C:18]([C:19](O)=[O:20])=[CH:17][C:16]=2[C:24]([N:26]2[CH2:35][CH2:34][C:33]3[C:28](=[CH:29][CH:30]=[CH:31][CH:32]=3)[CH2:27]2)=[O:25])[N:9]=1)=[O:7])[CH2:2][CH2:3][CH3:4].[S:45]([C:49]1[CH:58]=[C:57]2[C:52]([CH:53]=[CH:54][C:55]([C:59]([O:61][CH2:62][CH3:63])=[O:60])=[CH:56]2)=[CH:51][CH:50]=1)(=[O:48])(=[O:47])[NH2:46], predict the reaction product. The product is: [CH2:1]([N:5]([CH2:36][C:37]1[CH:42]=[CH:41][C:40]([Cl:43])=[C:39]([Cl:44])[CH:38]=1)[C:6]([C:8]1[C:12]([Cl:13])=[C:11]([CH3:14])[N:10]([C:15]2[CH:23]=[CH:22][C:18]([C:19]([NH:46][S:45]([C:49]3[CH:58]=[C:57]4[C:52]([CH:53]=[CH:54][C:55]([C:59]([O:61][CH2:62][CH3:63])=[O:60])=[CH:56]4)=[CH:51][CH:50]=3)(=[O:47])=[O:48])=[O:20])=[CH:17][C:16]=2[C:24]([N:26]2[CH2:35][CH2:34][C:33]3[C:28](=[CH:29][CH:30]=[CH:31][CH:32]=3)[CH2:27]2)=[O:25])[N:9]=1)=[O:7])[CH2:2][CH2:3][CH3:4]. (2) Given the reactants [C:1]([OH:5])(=O)[CH2:2][CH3:3].C(N(C(C)C)CC)(C)C.CN(C(ON1N=NC2C=CC=NC1=2)=[N+](C)C)C.F[P-](F)(F)(F)(F)F.FC(F)(F)C(O)=O.[Cl:46][C:47]1[CH:52]=[CH:51][C:50]([N:53]2[CH2:58][CH2:57][N:56]([C:59]3[N:60]=[C:61]([N:69]4[CH2:73][CH2:72][CH2:71][C@H:70]4[CH2:74][NH2:75])[C:62]4[S:67](=[O:68])[CH2:66][CH2:65][C:63]=4[N:64]=3)[CH2:55][CH2:54]2)=[CH:49][CH:48]=1, predict the reaction product. The product is: [Cl:46][C:47]1[CH:52]=[CH:51][C:50]([N:53]2[CH2:54][CH2:55][N:56]([C:59]3[N:60]=[C:61]([N:69]4[CH2:73][CH2:72][CH2:71][C@H:70]4[CH2:74][NH:75][C:1](=[O:5])[CH2:2][CH3:3])[C:62]4[S:67](=[O:68])[CH2:66][CH2:65][C:63]=4[N:64]=3)[CH2:57][CH2:58]2)=[CH:49][CH:48]=1. (3) The product is: [CH:1]([C:4]1[N:25]=[C:7]2[N:8]=[C:9]([CH3:24])[C:10]([CH2:19][C:20]([OH:22])=[O:21])=[C:11]([C:12]3[CH:17]=[CH:16][C:15]([CH3:18])=[CH:14][CH:13]=3)[N:6]2[N:5]=1)([CH3:3])[CH3:2]. Given the reactants [CH:1]([C:4]1[N:25]=[C:7]2[N:8]=[C:9]([CH3:24])[C:10]([CH2:19][C:20]([O:22]C)=[O:21])=[C:11]([C:12]3[CH:17]=[CH:16][C:15]([CH3:18])=[CH:14][CH:13]=3)[N:6]2[N:5]=1)([CH3:3])[CH3:2].[OH-].[Na+].Cl, predict the reaction product. (4) Given the reactants C([O:4][C@@H:5]1[C@@H:13]([CH2:14][O:15]C(=O)C)[O:12][C@H:11]2[C@H:7]([N:8]=[C:9]([N:19]([CH3:21])[CH3:20])[S:10]2)[C@H:6]1[O:22]C(=O)C)(=O)C.C(=O)([O-])[O-].[K+].[K+], predict the reaction product. The product is: [CH3:20][N:19]([CH3:21])[C:9]1[S:10][C@H:11]2[O:12][C@H:13]([CH2:14][OH:15])[C@@H:5]([OH:4])[C@H:6]([OH:22])[C@H:7]2[N:8]=1. (5) Given the reactants [CH:1]1([CH2:4][O:5][C:6]2[N:11]=[C:10]([C:12]([OH:14])=O)[CH:9]=[CH:8][C:7]=2[N:15]2[CH2:18][C:17]([F:20])([F:19])[CH2:16]2)[CH2:3][CH2:2]1.Cl.[CH2:22]1[C:24]2([CH2:28][CH:27]([C:29]([NH2:31])=[O:30])[NH:26][CH2:25]2)[CH2:23]1, predict the reaction product. The product is: [CH:1]1([CH2:4][O:5][C:6]2[N:11]=[C:10]([C:12]([N:26]3[C@H:27]([C:29]([NH2:31])=[O:30])[CH2:28][C:24]4([CH2:22][CH2:23]4)[CH2:25]3)=[O:14])[CH:9]=[CH:8][C:7]=2[N:15]2[CH2:18][C:17]([F:20])([F:19])[CH2:16]2)[CH2:2][CH2:3]1. (6) Given the reactants [Cl:1][C:2]1[CH:33]=[CH:32][CH:31]=[C:30]([Cl:34])[C:3]=1[C:4]([NH:6][C@H:7]([CH2:11][C:12]1[CH:13]=[C:14]2[C:19](=[CH:20][CH:21]=1)[N:18]=[C:17]([C:22]1[C:27]([Cl:28])=[CH:26][CH:25]=[CH:24][C:23]=1[Cl:29])[CH:16]=[CH:15]2)[C:8]([OH:10])=[O:9])=[O:5].C(OC(N[C@H](CC1C=C2C(=CC=1)NC(C1C(Cl)=CC=CC=1Cl)CC2SC1C=CC=CC=1)C(OC)=O)=O)(C)(C)C.C(OC(N[C@H](CC1C=C2C(=CC=1)N=C(C1C(Cl)=CC=CC=1Cl)C=C2)C(OC)=O)=O)(C)(C)C.N[C@H](CC1C=C2C(=CC=1)N=C(C1C(Cl)=CC=CC=1Cl)C=C2)C(OC)=O, predict the reaction product. The product is: [Cl:1][C:2]1[CH:33]=[CH:32][CH:31]=[C:30]([Cl:34])[C:3]=1[C:4]([NH:6][C@@H:7]([CH2:11][C:12]1[CH:13]=[C:14]2[C:19](=[CH:20][CH:21]=1)[N:18]=[C:17]([C:22]1[C:27]([Cl:28])=[CH:26][CH:25]=[CH:24][C:23]=1[Cl:29])[CH:16]=[CH:15]2)[C:8]([OH:10])=[O:9])=[O:5].